Dataset: Catalyst prediction with 721,799 reactions and 888 catalyst types from USPTO. Task: Predict which catalyst facilitates the given reaction. Reactant: [SH:1][C:2]1[CH:10]=[C:9]([O:11][CH3:12])[CH:8]=[CH:7][C:3]=1[C:4]([OH:6])=O.[C:13]([C:15]1[CH:20]=[CH:19][CH:18]=[CH:17][N:16]=1)#[N:14]. Product: [CH3:12][O:11][C:9]1[CH:8]=[CH:7][C:3]2[C:4](=[O:6])[N:14]=[C:13]([C:15]3[CH:20]=[CH:19][CH:18]=[CH:17][N:16]=3)[S:1][C:2]=2[CH:10]=1. The catalyst class is: 17.